This data is from Reaction yield outcomes from USPTO patents with 853,638 reactions. The task is: Predict the reaction yield, written as a fraction of the theoretical maximum amount of product (1.0 means a 100% yield; for example, 0.34 means a 34% yield). (1) The reactants are N1([C:7]([C:9]2[N:14]=[CH:13][C:12]([N:15]3[CH2:20][CH2:19][O:18][CH2:17][CH2:16]3)=[CH:11][CH:10]=2)=[O:8])CCCCC1.Cl.[OH-:22].[K+]. No catalyst specified. The product is [O:18]1[CH2:19][CH2:20][N:15]([C:12]2[CH:11]=[CH:10][C:9]([C:7]([OH:8])=[O:22])=[N:14][CH:13]=2)[CH2:16][CH2:17]1. The yield is 0.710. (2) The reactants are [H-].[Al+3].[Li+].[H-].[H-].[H-].[CH2:7]([N:14]1[CH2:19][CH2:18][C:17]([CH3:25])([C:20](OCC)=[O:21])[CH2:16][CH2:15]1)[C:8]1[CH:13]=[CH:12][CH:11]=[CH:10][CH:9]=1. The catalyst is C(OCC)C. The product is [CH2:7]([N:14]1[CH2:19][CH2:18][C:17]([CH2:20][OH:21])([CH3:25])[CH2:16][CH2:15]1)[C:8]1[CH:13]=[CH:12][CH:11]=[CH:10][CH:9]=1. The yield is 1.00. (3) The reactants are [C:1]([O:5][C:6](=[O:21])[NH:7][CH:8]1[CH2:17][CH2:16][C:15]2[C:10](=[C:11]([N:18]=[C:19]=S)[CH:12]=[CH:13][CH:14]=2)[CH2:9]1)([CH3:4])([CH3:3])[CH3:2].C(OC1CC2C(CC=1)=CC=CC=2N=C=S)C.[N:38]([CH2:41][C:42]([C:44]1[CH:49]=[CH:48][C:47]([CH3:50])=[CH:46][CH:45]=1)=[O:43])=[N+]=[N-].N(CC(C1C=CC(C(F)(F)F)=CC=1)=O)=[N+]=[N-]. No catalyst specified. The product is [C:1]([O:5][C:6](=[O:21])[NH:7][CH:8]1[CH2:17][CH2:16][C:15]2[C:10](=[C:11]([NH:18][C:19]3[O:43][C:42]([C:44]4[CH:49]=[CH:48][C:47]([CH3:50])=[CH:46][CH:45]=4)=[CH:41][N:38]=3)[CH:12]=[CH:13][CH:14]=2)[CH2:9]1)([CH3:4])([CH3:3])[CH3:2]. The yield is 0.830. (4) The reactants are [O-:1][S:2]([C:5]([F:8])([F:7])[F:6])(=[O:4])=[O:3].[CH3:9][N:10]([CH3:23])[C:11]1[CH:12]=[C:13]2[C:18](=[CH:19][CH:20]=1)[N+:17]([CH3:21])=[C:16]([CH3:22])[CH:15]=[CH:14]2.[C:24]1([C:30]2[CH:31]=[C:32]([CH:35]=O)[S:33][CH:34]=2)[CH:29]=[CH:28][CH:27]=[CH:26][CH:25]=1. The catalyst is CO.N1CCCCC1. The product is [O-:4][S:2]([C:5]([F:8])([F:7])[F:6])(=[O:3])=[O:1].[CH3:9][N:10]([CH3:23])[C:11]1[CH:12]=[C:13]2[C:18](=[CH:19][CH:20]=1)[N+:17]([CH3:21])=[C:16](/[CH:22]=[CH:35]/[C:32]1[S:33][CH:34]=[C:30]([C:24]3[CH:25]=[CH:26][CH:27]=[CH:28][CH:29]=3)[CH:31]=1)[CH:15]=[CH:14]2. The yield is 0.480. (5) The reactants are [I:1][C:2]1[C:10]2[CH:9]=[N:8][CH:7]=[N:6][C:5]=2[N:4]([C:11]([CH3:15])([CH3:14])[CH2:12][OH:13])[CH:3]=1.[H-].[Na+].[CH3:18]I. The catalyst is C1COCC1. The product is [I:1][C:2]1[C:10]2[CH:9]=[N:8][CH:7]=[N:6][C:5]=2[N:4]([C:11]([CH3:15])([CH3:14])[CH2:12][O:13][CH3:18])[CH:3]=1. The yield is 0.220. (6) The reactants are [NH2:1][C:2]1[CH:14]=[CH:13][C:12]([CH3:15])=[CH:11][C:3]=1[C:4]([O:6][C:7]([CH3:10])([CH3:9])[CH3:8])=[O:5].[Br:16][C:17]1[CH:22]=[CH:21][C:20](I)=[CH:19][N:18]=1.C1C=CC(P(C2C(C3C(P(C4C=CC=CC=4)C4C=CC=CC=4)=CC=C4C=3C=CC=C4)=C3C(C=CC=C3)=CC=2)C2C=CC=CC=2)=CC=1.CC([O-])(C)C.[Na+]. The catalyst is C1(C)C=CC=CC=1.C1C=CC(/C=C/C(/C=C/C2C=CC=CC=2)=O)=CC=1.C1C=CC(/C=C/C(/C=C/C2C=CC=CC=2)=O)=CC=1.C1C=CC(/C=C/C(/C=C/C2C=CC=CC=2)=O)=CC=1.[Pd].[Pd].C(OCC)(=O)C.O. The product is [Br:16][C:17]1[N:18]=[CH:19][C:20]([NH:1][C:2]2[CH:14]=[CH:13][C:12]([CH3:15])=[CH:11][C:3]=2[C:4]([O:6][C:7]([CH3:10])([CH3:9])[CH3:8])=[O:5])=[CH:21][CH:22]=1. The yield is 0.400. (7) No catalyst specified. The yield is 0.870. The reactants are [CH2:1]([C:3]1[N:8]=[C:7]([CH2:9][N:10]2[CH2:13][CH:12]([C:14]([O:16]C)=[O:15])[CH2:11]2)[CH:6]=[CH:5][C:4]=1[C:18]1[N:22]=[C:21]([C:23]2[CH:28]=[CH:27][C:26]([CH2:29][CH:30]([CH3:32])[CH3:31])=[C:25]([F:33])[CH:24]=2)[O:20][N:19]=1)[CH3:2].[OH-].[Na+]. The product is [CH2:1]([C:3]1[N:8]=[C:7]([CH2:9][N:10]2[CH2:11][CH:12]([C:14]([OH:16])=[O:15])[CH2:13]2)[CH:6]=[CH:5][C:4]=1[C:18]1[N:22]=[C:21]([C:23]2[CH:28]=[CH:27][C:26]([CH2:29][CH:30]([CH3:32])[CH3:31])=[C:25]([F:33])[CH:24]=2)[O:20][N:19]=1)[CH3:2]. (8) The reactants are [Cl:1][C:2]1[CH:7]=[CH:6][N:5]=[C:4]([N:8]2[CH2:13][CH2:12][N:11](C(OC(C)(C)C)=O)[CH2:10][CH2:9]2)[N:3]=1.[F:21][C:22]1[C:27]([F:28])=[CH:26][CH:25]=[CH:24][C:23]=1B(O)O. No catalyst specified. The product is [ClH:1].[ClH:1].[F:21][C:22]1[C:27]([F:28])=[CH:26][CH:25]=[CH:24][C:23]=1[C:2]1[CH:7]=[CH:6][N:5]=[C:4]([N:8]2[CH2:9][CH2:10][NH:11][CH2:12][CH2:13]2)[N:3]=1. The yield is 0.940.